This data is from Catalyst prediction with 721,799 reactions and 888 catalyst types from USPTO. The task is: Predict which catalyst facilitates the given reaction. (1) Reactant: ClCC1OC2C=CC(C)=CC=2N=1.C(OC(N(CC1C=CC=CN=1)CC1C=CC(CNC2C3N=CC=CC=3CCC2)=CC=1)=O)(C)(C)C.C(N(C(C)C)CC)(C)C.C(OC([N:63]([CH2:94][C:95]1[CH:100]=[CH:99][CH:98]=[CH:97][N:96]=1)[CH2:64][C:65]1[CH:70]=[CH:69][C:68]([CH2:71][N:72]([CH2:83][C:84]2[O:85][C:86]3[CH:92]=[C:91]([CH3:93])[CH:90]=[CH:89][C:87]=3[N:88]=2)[CH:73]2[C:82]3[N:81]=[CH:80][CH:79]=[CH:78][C:77]=3[CH2:76][CH2:75][CH2:74]2)=[CH:67][CH:66]=1)=O)(C)(C)C. Product: [N:96]1[CH:97]=[CH:98][CH:99]=[CH:100][C:95]=1[CH2:94][NH:63][CH2:64][C:65]1[CH:70]=[CH:69][C:68]([CH2:71][N:72]([CH2:83][C:84]2[O:85][C:86]3[CH:92]=[C:91]([CH3:93])[CH:90]=[CH:89][C:87]=3[N:88]=2)[CH:73]2[C:82]3[N:81]=[CH:80][CH:79]=[CH:78][C:77]=3[CH2:76][CH2:75][CH2:74]2)=[CH:67][CH:66]=1. The catalyst class is: 3. (2) Reactant: [C:1]([O:5][C:6]([NH:8][C@H:9]([C:14]([OH:16])=O)[CH2:10][CH:11]([CH3:13])[CH3:12])=[O:7])([CH3:4])([CH3:3])[CH3:2].O.ON1C2C=CC=CC=2N=N1.[CH2:28]([N:35]1[CH2:39][C@@H:38]2[C@@H:40]([NH2:43])[CH2:41][CH2:42][C@@H:37]2[CH2:36]1)[C:29]1[CH:34]=[CH:33][CH:32]=[CH:31][CH:30]=1.C(N=C=NCCCN(C)C)C. Product: [CH2:28]([N:35]1[CH2:39][C@@H:38]2[C@@H:40]([NH:43][C:14](=[O:16])[C@@H:9]([NH:8][C:6](=[O:7])[O:5][C:1]([CH3:2])([CH3:3])[CH3:4])[CH2:10][CH:11]([CH3:12])[CH3:13])[CH2:41][CH2:42][C@@H:37]2[CH2:36]1)[C:29]1[CH:30]=[CH:31][CH:32]=[CH:33][CH:34]=1. The catalyst class is: 4. (3) Product: [OH:7][CH:6]([C:8]1[C@H:13]([C:14]([O:16][CH:17]([C:18]2[CH:19]=[CH:20][CH:21]=[CH:22][CH:23]=2)[C:24]2[CH:29]=[CH:28][CH:27]=[CH:26][CH:25]=2)=[O:15])[N:12]2[C:30](=[O:42])[C@@H:31]([NH:32][C:33](=[O:41])[CH2:34][C:35]3[CH:36]=[CH:37][CH:38]=[CH:39][CH:40]=3)[C@H:11]2[S:10][CH:9]=1)[CH2:3][CH:2]=[CH2:1]. The catalyst class is: 54. Reactant: [CH2:1]([Mg]Cl)[CH:2]=[CH2:3].[CH:6]([C:8]1[C@H:13]([C:14]([O:16][CH:17]([C:24]2[CH:29]=[CH:28][CH:27]=[CH:26][CH:25]=2)[C:18]2[CH:23]=[CH:22][CH:21]=[CH:20][CH:19]=2)=[O:15])[N:12]2[C:30](=[O:42])[C@@H:31]([NH:32][C:33](=[O:41])[CH2:34][C:35]3[CH:40]=[CH:39][CH:38]=[CH:37][CH:36]=3)[C@H:11]2[S:10][CH:9]=1)=[O:7].[Cl-].[Li+].Cl. (4) Reactant: C[O:2][C:3]([C:5]1[CH:6]=[C:7]2[C:12](=[C:13]([F:24])[C:14]=1[NH:15][C:16]1[CH:21]=[CH:20][C:19]([Cl:22])=[CH:18][C:17]=1[Cl:23])[N:11]=[N:10][CH:9]=[C:8]2[CH3:25])=[O:4].[Li+].[OH-].Cl. Product: [Cl:23][C:17]1[CH:18]=[C:19]([Cl:22])[CH:20]=[CH:21][C:16]=1[NH:15][C:14]1[C:13]([F:24])=[C:12]2[C:7]([C:8]([CH3:25])=[CH:9][N:10]=[N:11]2)=[CH:6][C:5]=1[C:3]([OH:4])=[O:2]. The catalyst class is: 731. (5) Reactant: [CH2:1]([O:3][C:4](=[O:24])[N:5]([C:13]1[CH:18]=[C:17](Cl)[N:16]=[C:15]([NH2:20])[C:14]=1[N+:21]([O-:23])=[O:22])[CH2:6][C:7]1[CH:12]=[CH:11][CH:10]=[CH:9][CH:8]=1)[CH3:2].[F:25][C:26]1[CH:27]=[N:28][NH:29][CH:30]=1.C(=O)([O-])[O-].[K+].[K+]. Product: [CH2:1]([O:3][C:4](=[O:24])[N:5]([C:13]1[CH:18]=[C:17]([N:28]2[CH:27]=[C:26]([F:25])[CH:30]=[N:29]2)[N:16]=[C:15]([NH2:20])[C:14]=1[N+:21]([O-:23])=[O:22])[CH2:6][C:7]1[CH:12]=[CH:11][CH:10]=[CH:9][CH:8]=1)[CH3:2]. The catalyst class is: 10. (6) Reactant: [CH3:1][N:2]1[CH:6]([C:7]([OH:9])=O)[CH2:5][NH:4][C:3]1=[O:10].CN1C(C(OC(C)(C)C)=O)CNC1=O.O=C1N(C(OCC2C=CC=CC=2)=O)[C@H](C(O)=O)CN1.C(N1CCOCC1)C.O.ON1C2C=CC=CC=2N=N1.Cl.C(N=C=NCCCN(C)C)C.[F:75][C:76]1[CH:81]=[CH:80][C:79]([CH2:82][NH2:83])=[CH:78][C:77]=1[C:84]([F:87])([F:86])[F:85]. Product: [F:75][C:76]1[CH:81]=[CH:80][C:79]([CH2:82][NH:83][C:7]([CH:6]2[CH2:5][NH:4][C:3](=[O:10])[N:2]2[CH3:1])=[O:9])=[CH:78][C:77]=1[C:84]([F:85])([F:86])[F:87]. The catalyst class is: 4.